Dataset: Reaction yield outcomes from USPTO patents with 853,638 reactions. Task: Predict the reaction yield, written as a fraction of the theoretical maximum amount of product (1.0 means a 100% yield; for example, 0.34 means a 34% yield). (1) The yield is 0.650. The catalyst is C(#N)C.O. The reactants are [Cl:1][C:2]1[CH:7]=[CH:6][C:5]([C:8]2([OH:19])[CH2:13][CH2:12][NH:11][CH2:10][C:9]2([CH2:15][O:16][CH2:17][CH3:18])[CH3:14])=[CH:4][CH:3]=1.C([O-])([O-])=O.[K+].[K+].Br[CH2:27][CH2:28][CH:29]=[C:30]1[C:36]2[CH:37]=[CH:38][CH:39]=[N:40][C:35]=2[CH2:34][O:33][C:32]2[CH:41]=[CH:42][C:43]([C:45]([OH:48])([CH3:47])[CH3:46])=[CH:44][C:31]1=2. The product is [Cl:1][C:2]1[CH:7]=[CH:6][C:5]([C:8]2([OH:19])[CH2:13][CH2:12][N:11]([CH2:27][CH2:28][CH:29]=[C:30]3[C:36]4[CH:37]=[CH:38][CH:39]=[N:40][C:35]=4[CH2:34][O:33][C:32]4[CH:41]=[CH:42][C:43]([C:45]([OH:48])([CH3:47])[CH3:46])=[CH:44][C:31]3=4)[CH2:10][C:9]2([CH2:15][O:16][CH2:17][CH3:18])[CH3:14])=[CH:4][CH:3]=1. (2) The reactants are C[O:2][C:3](=[O:30])[C:4]1[CH:9]=[CH:8][CH:7]=[C:6]([C:10]2[N:11]=[C:12]([NH:19][C:20]3[CH:25]=[CH:24][C:23]([O:26][CH3:27])=[C:22]([O:28][CH3:29])[CH:21]=3)[C:13]3[N:18]=[CH:17][S:16][C:14]=3[N:15]=2)[CH:5]=1.[OH-].[Na+]. The catalyst is C1COCC1.CO.O. The product is [CH3:29][O:28][C:22]1[CH:21]=[C:20]([NH:19][C:12]2[C:13]3[N:18]=[CH:17][S:16][C:14]=3[N:15]=[C:10]([C:6]3[CH:5]=[C:4]([CH:9]=[CH:8][CH:7]=3)[C:3]([OH:30])=[O:2])[N:11]=2)[CH:25]=[CH:24][C:23]=1[O:26][CH3:27]. The yield is 0.975. (3) The reactants are [CH3:1][N:2]1[C:10]2[C:5](=[CH:6][C:7]([N+:11]([O-])=O)=[CH:8][CH:9]=2)[C:4]([C:14]2[CH2:15][CH2:16][CH2:17][N:18]([C:20]([O:22][C:23]([CH3:26])([CH3:25])[CH3:24])=[O:21])[CH:19]=2)=[CH:3]1.C(OCC)(=O)C. The catalyst is CO.CCCCCC.[Pd]. The product is [NH2:11][C:7]1[CH:6]=[C:5]2[C:10](=[CH:9][CH:8]=1)[N:2]([CH3:1])[CH:3]=[C:4]2[CH:14]1[CH2:15][CH2:16][CH2:17][N:18]([C:20]([O:22][C:23]([CH3:26])([CH3:25])[CH3:24])=[O:21])[CH2:19]1. The yield is 0.740. (4) The reactants are [NH2:1][C:2]1[N:6]=[CH:5][N:4]([C:7]2[CH:14]=[CH:13][C:12](/[CH:15]=[CH:16]/[CH:17]([C:22]3[CH:27]=[C:26]([Cl:28])[C:25]([Cl:29])=[C:24]([Cl:30])[CH:23]=3)[C:18]([F:21])([F:20])[F:19])=[CH:11][C:8]=2[C:9]#[N:10])[N:3]=1.[CH:31]1([C:34](Cl)=[O:35])[CH2:33][CH2:32]1. The catalyst is C(Cl)Cl. The product is [C:9]([C:8]1[CH:11]=[C:12](/[CH:15]=[CH:16]/[CH:17]([C:22]2[CH:23]=[C:24]([Cl:30])[C:25]([Cl:29])=[C:26]([Cl:28])[CH:27]=2)[C:18]([F:19])([F:20])[F:21])[CH:13]=[CH:14][C:7]=1[N:4]1[CH:5]=[N:6][C:2]([NH:1][C:34]([CH:31]2[CH2:33][CH2:32]2)=[O:35])=[N:3]1)#[N:10]. The yield is 0.340. (5) The reactants are Cl.[CH3:2][O:3][C:4]1[CH:5]=[C:6]2[C:10](=[CH:11][C:12]=1[N+:13]([O-:15])=[O:14])[NH:9][CH2:8][CH2:7]2.[CH3:16][N:17]([CH3:23])[C@H:18]([C:20](O)=[O:21])[CH3:19].C1CN([P+](ON2N=NC3C=CC=CC2=3)(N2CCCC2)N2CCCC2)CC1.F[P-](F)(F)(F)(F)F.CCN(C(C)C)C(C)C. The catalyst is CN(C)C=O. The product is [CH3:16][N:17]([CH3:23])[C@@H:18]([CH3:19])[C:20]([N:9]1[C:10]2[C:6](=[CH:5][C:4]([O:3][CH3:2])=[C:12]([N+:13]([O-:15])=[O:14])[CH:11]=2)[CH2:7][CH2:8]1)=[O:21]. The yield is 0.860.